This data is from Forward reaction prediction with 1.9M reactions from USPTO patents (1976-2016). The task is: Predict the product of the given reaction. (1) Given the reactants [C:1](#[N:3])[CH3:2].CCCCCC.C([Li])CCC.Cl[C:16]1[CH:21]=[CH:20][CH:19]=[C:18]([Cl:22])[N:17]=1.O, predict the reaction product. The product is: [Cl:22][C:18]1[N:17]=[C:16]([CH2:2][C:1]#[N:3])[CH:21]=[CH:20][CH:19]=1. (2) Given the reactants [O:1]=[C:2]1[CH2:6][O:5][C:4]([NH:7][C:8]([C:11]2[CH:16]=[CH:15][CH:14]=[CH:13][CH:12]=2)([CH3:10])[CH3:9])=[C:3]1[C:17]([O:19][CH2:20][CH3:21])=[O:18].[NH:22]1[C:30]2[C:25](=[CH:26][CH:27]=[CH:28][N:29]=2)[C:24]([CH:31]=O)=[CH:23]1.N1CCC[C@H]1C(O)=O, predict the reaction product. The product is: [NH:22]1[C:30]2=[N:29][CH:28]=[CH:27][CH:26]=[C:25]2[C:24]([CH:31]=[C:6]2[O:5][C:4]([NH:7][C:8]([C:11]3[CH:16]=[CH:15][CH:14]=[CH:13][CH:12]=3)([CH3:10])[CH3:9])=[C:3]([C:17]([O:19][CH2:20][CH3:21])=[O:18])[C:2]2=[O:1])=[CH:23]1. (3) Given the reactants Cl.[Cl:2][C:3]1[CH:9]=[CH:8][CH:7]=[CH:6][C:4]=1[NH2:5].[N:10]([O-])=O.[Na+].[O:14]=[C:15]1[O:21][C@H]([C@H](CO)O)C(O)=[C:16]1[OH:17], predict the reaction product. The product is: [Cl:2][C:3]1[CH:9]=[CH:8][CH:7]=[CH:6][C:4]=1[N:5]([C:16](=[O:17])[C:15]([OH:21])=[O:14])[NH2:10]. (4) Given the reactants [N:1]1([C:7]2[CH:8]=[C:9]([CH2:13]O)[CH:10]=[CH:11][CH:12]=2)[CH2:6][CH2:5][O:4][CH2:3][CH2:2]1.C1C=CC(P([N:29]=[N+:30]=[N-:31])(C2C=CC=CC=2)=O)=CC=1.C1CCN2C(=NCCC2)CC1.CCOC(C)=O, predict the reaction product. The product is: [N:29]([CH2:13][C:9]1[CH:8]=[C:7]([N:1]2[CH2:6][CH2:5][O:4][CH2:3][CH2:2]2)[CH:12]=[CH:11][CH:10]=1)=[N+:30]=[N-:31]. (5) The product is: [CH3:23][O:24][C:25](=[O:41])[CH:26]([NH:30][C:31](=[O:40])[C:32]1[C:33]([Cl:39])=[CH:34][CH:35]=[CH:36][C:37]=1[Cl:38])[CH2:27]/[CH:28]=[CH:29]/[C:43]1[CH:48]=[CH:47][C:46]([N:49]([CH3:56])[C:50]2[N:51]=[CH:52][CH:53]=[CH:54][N:55]=2)=[CH:45][CH:44]=1. Given the reactants CC1C=CC=CC=1P(C1C=CC=CC=1C)C1C=CC=CC=1C.[CH3:23][O:24][C:25](=[O:41])[CH:26]([NH:30][C:31](=[O:40])[C:32]1[C:37]([Cl:38])=[CH:36][CH:35]=[CH:34][C:33]=1[Cl:39])[CH2:27][CH:28]=[CH2:29].I[C:43]1[CH:48]=[CH:47][C:46]([N:49]([CH3:56])[C:50]2[N:55]=[CH:54][CH:53]=[CH:52][N:51]=2)=[CH:45][CH:44]=1.C(=O)([O-])[O-].[K+].[K+], predict the reaction product.